From a dataset of Forward reaction prediction with 1.9M reactions from USPTO patents (1976-2016). Predict the product of the given reaction. (1) The product is: [NH2:14][C:15]1[C:23]([Br:24])=[CH:22][C:21]([CH3:25])=[CH:20][C:16]=1[C:17]([NH:9][NH:8][C:6]1[CH:7]=[C:2]([Cl:1])[CH:3]=[CH:4][C:5]=1[S:10][CH2:11][CH2:12][CH3:13])=[O:18]. Given the reactants [Cl:1][C:2]1[CH:3]=[CH:4][C:5]([S:10][CH2:11][CH2:12][CH3:13])=[C:6]([NH:8][NH2:9])[CH:7]=1.[NH2:14][C:15]1[C:23]([Br:24])=[CH:22][C:21]([CH3:25])=[CH:20][C:16]=1[C:17](O)=[O:18].BrC1C(C)=CC(C(NNC2C=C(Cl)C=CC=2SCC)=O)=C([N+]([O-])=O)C=1, predict the reaction product. (2) Given the reactants [CH3:1][N:2]1[C:10]2[C:5](=[N:6][C:7]([CH3:12])=[CH:8][C:9]=2O)[C:4]([C:13]2[CH:18]=[CH:17][C:16]([N:19]3[CH:23]=[CH:22][CH:21]=[N:20]3)=[CH:15][C:14]=2[CH3:24])=[N:3]1.P(Cl)(Cl)([Cl:27])=O, predict the reaction product. The product is: [Cl:27][C:9]1[CH:8]=[C:7]([CH3:12])[N:6]=[C:5]2[C:4]([C:13]3[CH:18]=[CH:17][C:16]([N:19]4[CH:23]=[CH:22][CH:21]=[N:20]4)=[CH:15][C:14]=3[CH3:24])=[N:3][N:2]([CH3:1])[C:10]=12. (3) The product is: [Cl:1][C:2]1[CH:3]=[CH:4][CH:5]=[C:6]([NH:11][S:26]([C:21]2[CH:22]=[CH:23][CH:24]=[CH:25][C:20]=2[F:19])(=[O:28])=[O:27])[C:7]=1[C:8]([O:10][CH3:12])=[O:9]. Given the reactants [Cl:1][C:2]1[CH:3]=[CH:4][CH:5]=[C:6]([NH2:11])[C:7]=1[C:8]([OH:10])=[O:9].[CH3:12][Si](C=[N+]=[N-])(C)C.[F:19][C:20]1[CH:25]=[CH:24][CH:23]=[CH:22][C:21]=1[S:26](Cl)(=[O:28])=[O:27], predict the reaction product. (4) Given the reactants [CH3:1][O:2][CH2:3][CH:4]=[CH:5][CH2:6][CH2:7][CH2:8][CH:9]=[CH2:10].O1CCCC1.[H][H], predict the reaction product. The product is: [CH3:1][O:2][CH2:3][CH:4]=[CH:5][CH2:6][CH2:7][CH2:8][CH2:9][CH3:10].